Dataset: Full USPTO retrosynthesis dataset with 1.9M reactions from patents (1976-2016). Task: Predict the reactants needed to synthesize the given product. (1) Given the product [CH2:1]([NH:3][C:4](=[O:5])[NH:6][C:7]1[N:12]=[CH:11][C:10]([C:13]2[CH:14]=[N:15][CH:16]=[C:17]([C:19]([NH:21][NH:22][C:41](=[O:42])[C@@H:40]([NH:39][C:37](=[O:38])[O:36][C:32]([CH3:35])([CH3:34])[CH3:33])[CH:44]([CH3:46])[CH3:45])=[O:20])[CH:18]=2)=[C:9]([C:23]2[S:24][CH:25]=[C:26]([C:28]([F:31])([F:30])[F:29])[N:27]=2)[CH:8]=1)[CH3:2], predict the reactants needed to synthesize it. The reactants are: [CH2:1]([NH:3][C:4]([NH:6][C:7]1[N:12]=[CH:11][C:10]([C:13]2[CH:14]=[N:15][CH:16]=[C:17]([C:19]([NH:21][NH2:22])=[O:20])[CH:18]=2)=[C:9]([C:23]2[S:24][CH:25]=[C:26]([C:28]([F:31])([F:30])[F:29])[N:27]=2)[CH:8]=1)=[O:5])[CH3:2].[C:32]([O:36][C:37]([NH:39][C@@H:40]([CH:44]([CH3:46])[CH3:45])[C:41](O)=[O:42])=[O:38])([CH3:35])([CH3:34])[CH3:33].CN(C(ON1N=NC2C=CC=NC1=2)=[N+](C)C)C.F[P-](F)(F)(F)(F)F.CCN(C(C)C)C(C)C. (2) The reactants are: C([O:5][N:6]=[C:7]1[C:16]2[C:11](=[CH:12][CH:13]=[C:14]([OH:17])[CH:15]=2)[O:10][C:9]([C:18]2[N:23]=[CH:22][N:21]3[CH:24]=[CH:25][CH:26]=[C:20]3[CH:19]=2)=[CH:8]1)(C)(C)C.Cl.[Cl:28][CH2:29][CH2:30][CH2:31][N:32]([CH3:34])[CH3:33].Cl. Given the product [CH3:33][N:32]([CH3:34])[CH2:31][CH2:30][CH2:29][O:17][C:14]1[CH:15]=[C:16]2[C:11](=[CH:12][CH:13]=1)[O:10][C:9]([C:18]1[N:23]=[CH:22][N:21]3[CH:24]=[CH:25][CH:26]=[C:20]3[CH:19]=1)=[CH:8][C:7]2=[N:6][OH:5].[ClH:28].[CH3:33][N:32]([CH3:34])[CH2:31][CH2:30][CH2:29][O:17][C:14]1[CH:15]=[C:16]2[C:11](=[CH:12][CH:13]=1)[O:10][C:9]([C:18]1[N:23]=[CH:22][N:21]3[CH:24]=[CH:25][CH:26]=[C:20]3[CH:19]=1)=[CH:8][C:7]2=[N:6][OH:5], predict the reactants needed to synthesize it. (3) Given the product [CH3:30][O:31][C:32]1[N:37]=[C:36]([O:38][CH3:39])[C:35]([C:2]2[N:3]=[C:4]([N:24]3[CH2:29][CH2:28][O:27][CH2:26][CH2:25]3)[C:5]3[S:10][C:9]([CH2:11][N:12]4[CH2:17][CH2:16][N:15]([S:18]([CH:21]5[CH2:23][CH2:22]5)(=[O:20])=[O:19])[CH2:14][CH2:13]4)=[CH:8][C:6]=3[N:7]=2)=[CH:34][N:33]=1, predict the reactants needed to synthesize it. The reactants are: Cl[C:2]1[N:3]=[C:4]([N:24]2[CH2:29][CH2:28][O:27][CH2:26][CH2:25]2)[C:5]2[S:10][C:9]([CH2:11][N:12]3[CH2:17][CH2:16][N:15]([S:18]([CH:21]4[CH2:23][CH2:22]4)(=[O:20])=[O:19])[CH2:14][CH2:13]3)=[CH:8][C:6]=2[N:7]=1.[CH3:30][O:31][C:32]1[N:37]=[C:36]([O:38][CH3:39])[C:35](B2OC(C)(C)C(C)(C)O2)=[CH:34][N:33]=1. (4) Given the product [N+:8]([C:5]1[CH:4]=[N:3][C:2]([NH:1][C:12]2[CH:17]=[CH:16][C:15]([S:18]([NH:21][CH2:22][CH2:23][N:24]3[CH2:25][CH2:26][CH2:27][CH2:28]3)(=[O:20])=[O:19])=[CH:14][CH:13]=2)=[N:7][CH:6]=1)([O-:10])=[O:9], predict the reactants needed to synthesize it. The reactants are: [NH2:1][C:2]1[N:7]=[CH:6][C:5]([N+:8]([O-:10])=[O:9])=[CH:4][N:3]=1.Br[C:12]1[CH:17]=[CH:16][C:15]([S:18]([NH:21][CH2:22][CH2:23][N:24]2[CH2:28][CH2:27][CH2:26][CH2:25]2)(=[O:20])=[O:19])=[CH:14][CH:13]=1.CC1(C)C2C(=C(P(C3C=CC=CC=3)C3C=CC=CC=3)C=CC=2)OC2C(P(C3C=CC=CC=3)C3C=CC=CC=3)=CC=CC1=2.CC(C)([O-])C.[K+]. (5) Given the product [OH:1][CH:2]([CH3:18])[CH2:3][C:4]1[CH:9]=[CH:8][N:7]=[C:6]([NH:10][C:11](=[O:17])[O:12][C:13]([CH3:15])([CH3:14])[CH3:16])[CH:5]=1, predict the reactants needed to synthesize it. The reactants are: [O:1]=[C:2]([CH3:18])[CH2:3][C:4]1[CH:9]=[CH:8][N:7]=[C:6]([NH:10][C:11](=[O:17])[O:12][C:13]([CH3:16])([CH3:15])[CH3:14])[CH:5]=1.[BH4-].[Na+]. (6) Given the product [CH:35]1([C:26]2[C:27]([O:29][CH2:30][C:31]([F:33])([F:34])[F:32])=[CH:28][C:23]([C:22]3[O:38][CH2:14][C:13]([C:15]4[N:19]=[C:18]([CH3:20])[O:17][N:16]=4)([CH3:12])[N:21]=3)=[N:24][CH:25]=2)[CH2:37][CH2:36]1, predict the reactants needed to synthesize it. The reactants are: CC1C=CC(S(O[CH2:12][C:13]([NH:21][C:22](=[O:38])[C:23]2[CH:28]=[C:27]([O:29][CH2:30][C:31]([F:34])([F:33])[F:32])[C:26]([CH:35]3[CH2:37][CH2:36]3)=[CH:25][N:24]=2)([C:15]2[N:19]=[C:18]([CH3:20])[O:17][N:16]=2)[CH3:14])(=O)=O)=CC=1.C(N(CC)CC)C.Cl.FC1(F)CNC1.O1CCNC1.